The task is: Predict the product of the given reaction.. This data is from Forward reaction prediction with 1.9M reactions from USPTO patents (1976-2016). (1) Given the reactants [CH3:1][O:2][C:3]([CH2:5]P(=O)(OCC(F)(F)F)OCC(F)(F)F)=[O:4].C1OCCOCCOCCOCCOCCOC1.C[Si](C)(C)[N-][Si](C)(C)C.[K+].[F:48][C:49]1[CH:56]=[CH:55][C:52]([CH:53]=O)=[CH:51][CH:50]=1, predict the reaction product. The product is: [CH3:1][O:2][C:3](=[O:4])/[CH:5]=[CH:53]\[C:52]1[CH:55]=[CH:56][C:49]([F:48])=[CH:50][CH:51]=1. (2) Given the reactants C[O:2][C:3](=[O:32])[CH2:4][C:5]1[CH:10]=[CH:9][C:8]([O:11][CH2:12][CH2:13][C@H:14]([O:16][C:17]2[CH:22]=[CH:21][C:20]([Cl:23])=[CH:19][C:18]=2[O:24][C:25]2[CH:30]=[CH:29][CH:28]=[CH:27][CH:26]=2)[CH3:15])=[C:7](Br)[CH:6]=1.[CH3:33]B(O)O, predict the reaction product. The product is: [Cl:23][C:20]1[CH:21]=[CH:22][C:17]([O:16][C@H:14]([CH3:15])[CH2:13][CH2:12][O:11][C:8]2[CH:9]=[CH:10][C:5]([CH2:4][C:3]([OH:2])=[O:32])=[CH:6][C:7]=2[CH3:33])=[C:18]([O:24][C:25]2[CH:30]=[CH:29][CH:28]=[CH:27][CH:26]=2)[CH:19]=1.